From a dataset of Reaction yield outcomes from USPTO patents with 853,638 reactions. Predict the reaction yield, written as a fraction of the theoretical maximum amount of product (1.0 means a 100% yield; for example, 0.34 means a 34% yield). (1) The catalyst is CCO. The yield is 1.00. The product is [Cl:1][C:2]1[N:7]=[C:6]([NH:10][CH:11]2[CH2:25][CH:14]3[CH2:15][N:16]([C:18]([O:20][C:21]([CH3:23])([CH3:22])[CH3:24])=[O:19])[CH2:17][CH:13]3[CH2:12]2)[C:5]([Cl:9])=[CH:4][N:3]=1. The reactants are [Cl:1][C:2]1[N:7]=[C:6](Cl)[C:5]([Cl:9])=[CH:4][N:3]=1.[NH2:10][CH:11]1[CH2:25][CH:14]2[CH2:15][N:16]([C:18]([O:20][C:21]([CH3:24])([CH3:23])[CH3:22])=[O:19])[CH2:17][CH:13]2[CH2:12]1.CCN(CC)CC. (2) The catalyst is C(O)(=O)C. The yield is 0.670. The product is [Cl:1][C:2]1[CH:7]=[C:6]2[C:5](=[C:4]([O:24][CH3:25])[C:3]=1[O:26][CH3:27])[O:11][C:10]([C:12]1[CH:17]=[CH:16][C:15]([O:18][CH3:19])=[C:14]([O:20][CH3:21])[CH:13]=1)=[CH:9][C:8]2=[O:22]. The reactants are [Cl:1][C:2]1[C:3]([O:26][CH3:27])=[C:4]([O:24][CH3:25])[C:5](O)=[C:6]([C:8](=[O:22])[CH2:9][C:10]([C:12]2[CH:17]=[CH:16][C:15]([O:18][CH3:19])=[C:14]([O:20][CH3:21])[CH:13]=2)=[O:11])[CH:7]=1.C([O-])(=O)C.[Na+]. (3) The reactants are [CH3:1][O:2][C:3]1[CH:4]=[C:5](/[CH:13]=[CH:14]/[C:15]2[CH:20]=[CH:19][CH:18]=[CH:17][CH:16]=2)[CH:6]=[C:7]([O:11][CH3:12])[C:8]=1[CH2:9][CH3:10].[CH3:21][O:22][C:23]1[CH:24]=[C:25](/[CH:32]=[CH:33]/[C:34]2[CH:39]=[CH:38][CH:37]=[CH:36][CH:35]=2)[CH:26]=[C:27]([O:30][CH3:31])[C:28]=1Br.C(I)C. The catalyst is C1COCC1.O. The product is [CH3:12][O:11][C:7]1[CH:6]=[C:5](/[CH:13]=[CH:14]/[C:15]2[CH:16]=[CH:17][CH:18]=[CH:19][CH:20]=2)[CH:4]=[C:3]([O:2][CH3:1])[C:8]=1[CH2:9][CH3:10].[CH3:31][O:30][C:27]1[CH:26]=[C:25](/[CH:32]=[CH:33]/[C:34]2[CH:39]=[CH:38][CH:37]=[CH:36][CH:35]=2)[CH:24]=[C:23]([O:22][CH3:21])[CH:28]=1. The yield is 0.700. (4) The product is [CH3:9][O:10][C:11]1[CH:12]=[C:13]2[C:18](=[CH:19][C:20]=1[O:21][CH3:22])[N:17]=[CH:16][CH:15]=[C:14]2[O:23][C:24]1[CH:25]=[CH:26][C:27]([NH2:30])=[CH:28][CH:29]=1. The reactants are C([O-])=O.[K+].C(O)=O.O.[CH3:9][O:10][C:11]1[CH:12]=[C:13]2[C:18](=[CH:19][C:20]=1[O:21][CH3:22])[N:17]=[CH:16][CH:15]=[C:14]2[O:23][C:24]1[CH:29]=[CH:28][C:27]([N+:30]([O-])=O)=[CH:26][CH:25]=1. The catalyst is [Pd].O1CCCC1. The yield is 0.970. (5) The yield is 0.542. The reactants are Br[C:2]1[CH:9]=[CH:8][C:5]([C:6]#[N:7])=[C:4]([F:10])[C:3]=1[CH3:11].C(OC)(=O)[CH2:13][C:14]([O:16][CH3:17])=[O:15].C(=O)([O-])[O-].[K+].[K+].C(=O)([O-])O.[K+]. The product is [C:6]([C:5]1[CH:8]=[CH:9][C:2]([CH2:13][C:14]([O:16][CH3:17])=[O:15])=[C:3]([CH3:11])[C:4]=1[F:10])#[N:7]. The catalyst is CCOC(C)=O.F[B-](F)(F)F.C([PH+](C(C)(C)C)C(C)(C)C)(C)(C)C. (6) The yield is 0.980. The reactants are [NH2:1][CH2:2][C:3]1[CH:8]=[CH:7][CH:6]=[CH:5][N:4]=1.[C:9](O[C:9]([O:11][C:12]([CH3:15])([CH3:14])[CH3:13])=[O:10])([O:11][C:12]([CH3:15])([CH3:14])[CH3:13])=[O:10]. The catalyst is O1CCCC1. The product is [N:4]1[CH:5]=[CH:6][CH:7]=[CH:8][C:3]=1[CH2:2][NH:1][C:9](=[O:10])[O:11][C:12]([CH3:15])([CH3:14])[CH3:13]. (7) The reactants are [NH:1]([C:3]1[NH:7][N:6]=[N:5][N:4]=1)[NH2:2].[CH:8](=O)[C:9]1[CH:14]=[CH:13][CH:12]=[CH:11][CH:10]=1. The catalyst is O1CCOCC1. The product is [CH:8](=[N:2]/[NH:1][C:3]1[NH:7][N:6]=[N:5][N:4]=1)\[C:9]1[CH:14]=[CH:13][CH:12]=[CH:11][CH:10]=1. The yield is 0.340. (8) The reactants are [O:1]1[CH:5]=[CH:4][CH:3]=[C:2]1[CH2:6][CH2:7][NH:8][C:9]1[CH:14]=[CH:13][CH:12]=[CH:11][CH:10]=1.CCN(CC)CC.Br[CH2:23][C:24]1[C:33]2[C:28](=[CH:29][CH:30]=[CH:31][CH:32]=2)[NH:27][C:26](=[O:34])[CH:25]=1. The catalyst is CN(C=O)C. The product is [O:1]1[CH:5]=[CH:4][CH:3]=[C:2]1[CH2:6][CH2:7][N:8]([CH2:23][C:24]1[C:33]2[C:28](=[CH:29][CH:30]=[CH:31][CH:32]=2)[NH:27][C:26](=[O:34])[CH:25]=1)[C:9]1[CH:10]=[CH:11][CH:12]=[CH:13][CH:14]=1. The yield is 0.0800. (9) The reactants are [CH2:1]([N:4]([CH2:14][CH:15]([CH3:19])[CH2:16][CH:17]=[CH2:18])[S:5]([C:8]1[CH:13]=[CH:12][CH:11]=[CH:10][N:9]=1)(=[O:7])=[O:6])C=C. The yield is 0.830. The catalyst is C(Cl)Cl.Cl[Ru](=CC1C=CC=CC=1)([P](C1CCCCC1)(C1CCCCC1)C1CCCCC1)([P](C1CCCCC1)(C1CCCCC1)C1CCCCC1)Cl. The product is [CH3:19][CH:15]1[CH2:16][CH:17]=[CH:18][CH2:1][N:4]([S:5]([C:8]2[CH:13]=[CH:12][CH:11]=[CH:10][N:9]=2)(=[O:6])=[O:7])[CH2:14]1.